This data is from Catalyst prediction with 721,799 reactions and 888 catalyst types from USPTO. The task is: Predict which catalyst facilitates the given reaction. (1) Reactant: Cl[C:2]1[N:7]=[C:6]([NH2:8])[CH:5]=[CH:4][N:3]=1.Cl.[CH2:10]1[C:14]2([CH2:18][O:17][CH2:16][CH2:15]2)[CH2:13][NH:12][CH2:11]1.C(=O)([O-])[O-].[Cs+].[Cs+].CN(C)C=O. Product: [CH2:18]1[C:14]2([CH2:10][CH2:11][N:12]([C:2]3[N:7]=[C:6]([NH2:8])[CH:5]=[CH:4][N:3]=3)[CH2:13]2)[CH2:15][CH2:16][O:17]1. The catalyst class is: 13. (2) Reactant: [Br:1][C:2]1[CH:7]=[CH:6][N:5]2[N:8]=[C:9]([C:11]3[CH:16]=[CH:15][C:14]([O:17][CH3:18])=[CH:13][CH:12]=3)[CH:10]=[C:4]2[CH:3]=1.[Cl-].[Cl:20][CH:21]=[N+:22]([CH3:24])[CH3:23]. Product: [Cl-:20].[Br:1][C:2]1[CH:7]=[CH:6][N:5]2[N:8]=[C:9]([C:11]3[CH:12]=[CH:13][C:14]([O:17][CH3:18])=[CH:15][CH:16]=3)[C:10]([CH:21]=[N+:22]([CH3:24])[CH3:23])=[C:4]2[CH:3]=1. The catalyst class is: 26. (3) Reactant: [C:1]([O:5][C:6]([CH2:8][CH:9]1[CH2:14][CH2:13][CH:12]([C:15]2[CH:25]=[CH:24][C:18]([C:19]([O:21]CC)=[O:20])=[CH:17][CH:16]=2)[CH2:11][CH2:10]1)=[O:7])([CH3:4])([CH3:3])[CH3:2].O.[OH-].[Li+]. Product: [C:1]([O:5][C:6]([CH2:8][CH:9]1[CH2:10][CH2:11][CH:12]([C:15]2[CH:16]=[CH:17][C:18]([C:19]([OH:21])=[O:20])=[CH:24][CH:25]=2)[CH2:13][CH2:14]1)=[O:7])([CH3:4])([CH3:2])[CH3:3]. The catalyst class is: 83. (4) Reactant: [Cl:1][C:2]1[C:10]([NH:11][S:12]([C:15]2[S:16][CH:17]=[CH:18][CH:19]=2)(=[O:14])=[O:13])=[C:9]2[C:5]([CH:6]=[C:7]([C:20]([O:22]CC)=[O:21])[NH:8]2)=[CH:4][CH:3]=1.[OH-].[Na+].O1CCCC1. Product: [Cl:1][C:2]1[C:10]([NH:11][S:12]([C:15]2[S:16][CH:17]=[CH:18][CH:19]=2)(=[O:14])=[O:13])=[C:9]2[C:5]([CH:6]=[C:7]([C:20]([OH:22])=[O:21])[NH:8]2)=[CH:4][CH:3]=1. The catalyst class is: 5.